From a dataset of CYP2D6 inhibition data for predicting drug metabolism from PubChem BioAssay. Regression/Classification. Given a drug SMILES string, predict its absorption, distribution, metabolism, or excretion properties. Task type varies by dataset: regression for continuous measurements (e.g., permeability, clearance, half-life) or binary classification for categorical outcomes (e.g., BBB penetration, CYP inhibition). Dataset: cyp2d6_veith. (1) The molecule is COC(=O)c1ccc(NC(=O)c2ccccc2NS(=O)(=O)c2ccccc2)cc1. The result is 1 (inhibitor). (2) The compound is COc1ccc(C(=O)OC(C)CN2CCN(C)CC2)cc1OC.Cl. The result is 1 (inhibitor).